Dataset: Catalyst prediction with 721,799 reactions and 888 catalyst types from USPTO. Task: Predict which catalyst facilitates the given reaction. (1) Product: [N+:11]([C:7]1[CH:6]=[C:5]([CH:3]2[CH2:2][O:4]2)[CH:10]=[CH:9][CH:8]=1)([O-:13])=[O:12]. The catalyst class is: 8. Reactant: Br[CH2:2][C:3]([C:5]1[CH:10]=[CH:9][CH:8]=[C:7]([N+:11]([O-:13])=[O:12])[CH:6]=1)=[O:4].[BH4-].[Na+].[OH-].[K+].C(OC(=O)C)C. (2) Reactant: C[N:2](C)[CH:3]=[CH:4][C:5]([C:7]1[C:12](=[O:13])[CH:11]=[CH:10][N:9]([C:14]2[CH:19]=[CH:18][C:17]([O:20][CH3:21])=[CH:16][CH:15]=2)[N:8]=1)=O.[C:23]1([NH:29]N)[CH:28]=[CH:27][CH:26]=[CH:25][CH:24]=1. Product: [CH3:21][O:20][C:17]1[CH:18]=[CH:19][C:14]([N:9]2[CH:10]=[CH:11][C:12](=[O:13])[C:7]([C:5]3[N:29]([C:23]4[CH:28]=[CH:27][CH:26]=[CH:25][CH:24]=4)[N:2]=[CH:3][CH:4]=3)=[N:8]2)=[CH:15][CH:16]=1. The catalyst class is: 5. (3) Reactant: C(O[C:6](=O)[N:7]([CH2:9][C@H:10]1[CH2:14][CH2:13][CH2:12][N:11]1[C:15]1[N:19]([CH3:20])[N:18]=[C:17]([C:21]2[C:22]3[NH:37][N:36]=[C:35]([NH2:38])[C:23]=3[C:24](=[O:34])[N:25]([CH:27]([CH:31]3[CH2:33][CH2:32]3)[CH:28]3[CH2:30][CH2:29]3)[CH:26]=2)[CH:16]=1)C)(C)(C)C.Cl. Product: [NH2:38][C:35]1[C:23]2[C:24](=[O:34])[N:25]([CH:27]([CH:31]3[CH2:33][CH2:32]3)[CH:28]3[CH2:29][CH2:30]3)[CH:26]=[C:21]([C:17]3[CH:16]=[C:15]([N:11]4[CH2:12][CH2:13][CH2:14][C@@H:10]4[CH2:9][NH:7][CH3:6])[N:19]([CH3:20])[N:18]=3)[C:22]=2[NH:37][N:36]=1. The catalyst class is: 13. (4) Reactant: [Cu]C#N.[Li]C.[CH2:6](OCC)C.[C:11]([O:17][CH2:18][CH2:19][CH2:20][C@H:21]([OH:39])[CH2:22][C:23]#[C:24][CH2:25]OS(C1C(C)=CC(C)=CC=1C)(=O)=O)(=[O:16])[C:12]([CH3:15])([CH3:14])[CH3:13]. Product: [C:11]([O:17][CH2:18][CH2:19][CH2:20][C@H:21]([OH:39])[CH2:22][C:23]([CH3:6])=[C:24]=[CH2:25])(=[O:16])[C:12]([CH3:13])([CH3:14])[CH3:15]. The catalyst class is: 1.